From a dataset of TCR-epitope binding with 47,182 pairs between 192 epitopes and 23,139 TCRs. Binary Classification. Given a T-cell receptor sequence (or CDR3 region) and an epitope sequence, predict whether binding occurs between them. (1) The epitope is LLWNGPMAV. The TCR CDR3 sequence is CSASEAGGSYEQYF. Result: 1 (the TCR binds to the epitope). (2) The epitope is MPASWVMRI. The TCR CDR3 sequence is CASSFLRTSGYNEQFF. Result: 0 (the TCR does not bind to the epitope). (3) The epitope is TVYDPLQPELDSFK. The TCR CDR3 sequence is CASSERVGETQYF. Result: 0 (the TCR does not bind to the epitope).